From a dataset of HIV replication inhibition screening data with 41,000+ compounds from the AIDS Antiviral Screen. Binary Classification. Given a drug SMILES string, predict its activity (active/inactive) in a high-throughput screening assay against a specified biological target. (1) The molecule is CCOC(=O)C(=O)C(=O)NN(C)C1=NCCN1.I. The result is 0 (inactive). (2) The compound is CC(C)C(C(=O)O)N(CC1(O)OCC(O)C(O)C1O)N=O. The result is 0 (inactive). (3) The compound is C=C(C)C1CCC2(COC(=O)CC(C)(CC)CC(=O)O)CCC3(C)C(CCC4C5(C)CCC(OC(=O)CC(C)(CC)CC(=O)O)C(C)(C)C5CCC43C)C12. The result is 0 (inactive). (4) The drug is C=CCC1(C(=O)OC)CCCC(=NO)C1. The result is 0 (inactive). (5) The molecule is Cn1ccc2c(c1=O)C(=O)OC2(C)C. The result is 0 (inactive). (6) The molecule is CC1=CSC2=NCCN12. The result is 0 (inactive). (7) The compound is Cc1[nH]c2cc([N+](=O)[O-])ccc2c1[N+](=O)[O-]. The result is 0 (inactive).